Task: Predict the product of the given reaction.. Dataset: Forward reaction prediction with 1.9M reactions from USPTO patents (1976-2016) (1) Given the reactants [CH2:1]([N:8]1[CH2:13][CH2:12][CH2:11][C@H:10]([NH2:14])[CH2:9]1)[C:2]1[CH:7]=[CH:6][CH:5]=[CH:4][CH:3]=1.Cl[C:16]1[CH:17]=[C:18]([NH:34][C:35]2[CH:40]=[CH:39][CH:38]=[CH:37][N:36]=2)[C:19]2[N:20]([C:22]([C:25]([NH:27][C:28]3[CH:33]=[CH:32][N:31]=[CH:30][CH:29]=3)=[O:26])=[CH:23][N:24]=2)[N:21]=1, predict the reaction product. The product is: [CH2:1]([N:8]1[CH2:13][CH2:12][CH2:11][C@H:10]([NH:14][C:16]2[CH:17]=[C:18]([NH:34][C:35]3[CH:40]=[CH:39][CH:38]=[CH:37][N:36]=3)[C:19]3[N:20]([C:22]([C:25]([NH:27][C:28]4[CH:29]=[CH:30][N:31]=[CH:32][CH:33]=4)=[O:26])=[CH:23][N:24]=3)[N:21]=2)[CH2:9]1)[C:2]1[CH:3]=[CH:4][CH:5]=[CH:6][CH:7]=1. (2) Given the reactants [F:1][C:2]([F:19])([F:18])[C:3]1[CH:8]=[CH:7][C:6]([C@@H:9]2[CH2:13][CH2:12][NH:11][C@@H:10]2[C:14](OC)=[O:15])=[CH:5][CH:4]=1.B.C1COCC1, predict the reaction product. The product is: [F:18][C:2]([F:1])([F:19])[C:3]1[CH:4]=[CH:5][C:6]([C@@H:9]2[CH2:13][CH2:12][NH:11][C@@H:10]2[CH2:14][OH:15])=[CH:7][CH:8]=1. (3) Given the reactants [Cl:1][C:2]1[CH:3]=[C:4]([S:9]([N:12]2[C@H:19]([C:20]([NH:22][C@H:23]([C:42]([O:44]C)=[O:43])[CH2:24][C:25]3[CH:30]=[CH:29][C:28]([NH:31][C:32](=[O:41])[C:33]4[C:38]([Cl:39])=[CH:37][N:36]=[CH:35][C:34]=4[Cl:40])=[CH:27][CH:26]=3)=[O:21])[C:18]3[CH:17]=[N:16][N:15]([CH2:46][CH3:47])[C:14]=3[CH2:13]2)(=[O:11])=[O:10])[CH:5]=[C:6]([Cl:8])[CH:7]=1.O[Li].O.Cl, predict the reaction product. The product is: [Cl:8][C:6]1[CH:5]=[C:4]([S:9]([N:12]2[C@H:19]([C:20]([NH:22][C@H:23]([C:42]([OH:44])=[O:43])[CH2:24][C:25]3[CH:30]=[CH:29][C:28]([NH:31][C:32](=[O:41])[C:33]4[C:38]([Cl:39])=[CH:37][N:36]=[CH:35][C:34]=4[Cl:40])=[CH:27][CH:26]=3)=[O:21])[C:18]3[CH:17]=[N:16][N:15]([CH2:46][CH3:47])[C:14]=3[CH2:13]2)(=[O:11])=[O:10])[CH:3]=[C:2]([Cl:1])[CH:7]=1. (4) Given the reactants [Cl:1][CH2:2][C:3]1[C:12]2[C:7](=[CH:8][C:9]([OH:13])=[CH:10][CH:11]=2)[O:6][C:5](=[O:14])[CH:4]=1.C([O-])([O-])=O.[K+].[K+].[CH2:21](Br)[C:22]1[CH:27]=[CH:26][CH:25]=[CH:24][CH:23]=1, predict the reaction product. The product is: [Cl:1][CH2:2][C:3]1[C:12]2[C:7](=[CH:8][C:9]([O:13][CH2:21][C:22]3[CH:27]=[CH:26][CH:25]=[CH:24][CH:23]=3)=[CH:10][CH:11]=2)[O:6][C:5](=[O:14])[CH:4]=1. (5) Given the reactants [NH2:1][C:2]1[CH:3]=[C:4]([CH2:8][S:9]([NH:12][CH2:13][CH2:14][OH:15])(=[O:11])=[O:10])[CH:5]=[CH:6][CH:7]=1.[Cl:16][C:17]1[CH:22]=[C:21]([Cl:23])[CH:20]=[C:19]([Cl:24])[C:18]=1Br.C([O-])([O-])=O.[K+].[K+].CC1(C)C2C(=C(P(C3C=CC=CC=3)C3C=CC=CC=3)C=CC=2)OC2C(P(C3C=CC=CC=3)C3C=CC=CC=3)=CC=CC1=2, predict the reaction product. The product is: [OH:15][CH2:14][CH2:13][NH:12][S:9]([CH2:8][C:4]1[CH:5]=[CH:6][CH:7]=[C:2]([NH:1][C:18]2[C:17]([Cl:16])=[CH:22][C:21]([Cl:23])=[CH:20][C:19]=2[Cl:24])[CH:3]=1)(=[O:11])=[O:10]. (6) The product is: [CH3:1][N:2]([CH3:12])[C:3]1[CH:11]=[CH:10][C:6]([C:7]([NH:23][CH:20]([CH3:22])[CH3:21])=[O:8])=[CH:5][CH:4]=1. Given the reactants [CH3:1][N:2]([CH3:12])[C:3]1[CH:11]=[CH:10][C:6]([C:7](Cl)=[O:8])=[CH:5][CH:4]=1.CCN(CC)CC.[CH:20]([NH2:23])([CH3:22])[CH3:21], predict the reaction product. (7) The product is: [CH3:24][N:18]1[C:19](=[O:20])[C:21]([CH3:23])([CH3:22])[NH:15][C:16]1=[O:17]. Given the reactants C1(CCCCC(O)=O)C=CC=CC=1.I[N:15]1[C:21]([CH3:23])([CH3:22])[C:19](=[O:20])[N:18]([CH3:24])[C:16]1=[O:17], predict the reaction product.